This data is from Volume of distribution at steady state (VDss) regression data from Lombardo et al.. The task is: Regression/Classification. Given a drug SMILES string, predict its absorption, distribution, metabolism, or excretion properties. Task type varies by dataset: regression for continuous measurements (e.g., permeability, clearance, half-life) or binary classification for categorical outcomes (e.g., BBB penetration, CYP inhibition). For this dataset (vdss_lombardo), we predict log10(VDss) (log10 of volume of distribution in L/kg). (1) The compound is O=C(/C=C/c1ccccc1)NCCO. The log10(VDss) is -0.960. (2) The drug is CC(=O)OCC1=C(C(=O)[O-])N2C(=O)C(NC(=O)CSc3ccncc3)C2SC1. The log10(VDss) is -0.890. (3) The drug is CCN(CC)C(=O)C1(c2ccccc2)CC1C[NH3+]. The log10(VDss) is 0.650. (4) The compound is CC1(C)SC2C(NC(=O)Cc3ccccc3)C(=O)N2C1C(=O)[O-]. The log10(VDss) is -0.620. (5) The molecule is COc1cc(NS(C)(=O)=O)ccc1Nc1c2ccccc2[nH+]c2ccccc12. The log10(VDss) is 0.200. (6) The molecule is CCC(OC(C)=O)C(CC(C)[NH+](C)C)(c1ccccc1)c1ccccc1. The log10(VDss) is 0.920.